Dataset: Forward reaction prediction with 1.9M reactions from USPTO patents (1976-2016). Task: Predict the product of the given reaction. (1) Given the reactants [C:1]([NH:4][CH:5]([CH3:21])[CH2:6][C:7]1[CH:12]=[CH:11][C:10](OS(C(F)(F)F)(=O)=O)=[CH:9][CH:8]=1)(=[O:3])[CH3:2].[C:22]([C:26]1[CH:31]=[CH:30][C:29]([C:32]#[CH:33])=[CH:28][CH:27]=1)([CH3:25])([CH3:24])[CH3:23], predict the reaction product. The product is: [C:22]([C:26]1[CH:27]=[CH:28][C:29]([C:32]#[C:33][C:10]2[CH:11]=[CH:12][C:7]([CH2:6][CH:5]([NH:4][C:1](=[O:3])[CH3:2])[CH3:21])=[CH:8][CH:9]=2)=[CH:30][CH:31]=1)([CH3:25])([CH3:24])[CH3:23]. (2) The product is: [CH2:1]([N:8]1[CH2:9][CH2:10][N:11]([C:14]2[CH:15]=[CH:16][C:17]([NH:18][C:24]3[C:25]([F:29])=[CH:26][N:27]=[C:22]([Cl:21])[N:23]=3)=[CH:19][CH:20]=2)[CH2:12][CH2:13]1)[C:2]1[CH:3]=[CH:4][CH:5]=[CH:6][CH:7]=1. Given the reactants [CH2:1]([N:8]1[CH2:13][CH2:12][N:11]([C:14]2[CH:20]=[CH:19][C:17]([NH2:18])=[CH:16][CH:15]=2)[CH2:10][CH2:9]1)[C:2]1[CH:7]=[CH:6][CH:5]=[CH:4][CH:3]=1.[Cl:21][C:22]1[N:27]=[C:26](Cl)[C:25]([F:29])=[CH:24][N:23]=1, predict the reaction product. (3) Given the reactants [F:1][C:2]([F:36])([F:35])[C:3]1[N:8]=[CH:7][C:6]([O:9][C:10]2[CH:11]=[C:12]3[C:17](=[CH:18][CH:19]=2)[N:16]=[C:15]([C:20]([N:22]2[CH2:27][CH2:26][N:25](C(OC(C)(C)C)=O)[CH2:24][CH2:23]2)=[O:21])[CH:14]=[CH:13]3)=[CH:5][CH:4]=1.FC(F)(F)C(O)=O, predict the reaction product. The product is: [N:22]1([C:20]([C:15]2[CH:14]=[CH:13][C:12]3[C:17](=[CH:18][CH:19]=[C:10]([O:9][C:6]4[CH:7]=[N:8][C:3]([C:2]([F:35])([F:1])[F:36])=[CH:4][CH:5]=4)[CH:11]=3)[N:16]=2)=[O:21])[CH2:27][CH2:26][NH:25][CH2:24][CH2:23]1. (4) Given the reactants [C-:1]#[N:2].[K+].Br[CH2:5][C:6]1[N:7]([S:19]([C:22]2[CH:27]=[CH:26][CH:25]=[C:24]([C:28]([CH3:31])([CH3:30])[CH3:29])[CH:23]=2)(=[O:21])=[O:20])[C:8]2[C:13]([CH:14]=1)=[CH:12][C:11]([C:15]([F:18])([F:17])[F:16])=[CH:10][CH:9]=2.C([O-])([O-])=O.[Na+].[Na+], predict the reaction product. The product is: [CH3:31][C:28]([C:24]1[CH:23]=[C:22]([S:19]([N:7]2[C:8]3[C:13](=[CH:12][C:11]([C:15]([F:16])([F:17])[F:18])=[CH:10][CH:9]=3)[CH:14]=[C:6]2[CH2:5][C:1]#[N:2])(=[O:21])=[O:20])[CH:27]=[CH:26][CH:25]=1)([CH3:29])[CH3:30]. (5) Given the reactants F.F.F.C(N(CC)CC)C.C(N(CC)CC)C.[B-](F)(F)(F)F.CCN([S+](F)[F:29])CC.[CH:31]([N:44]1[CH2:47][C:46]([C:49]2[CH:54]=[CH:53][C:52]([C:55]3[CH2:59][C:58]([C:64]4[CH:69]=[C:68]([Cl:70])[C:67]([Cl:71])=[C:66]([Cl:72])[CH:65]=4)([C:60]([F:63])([F:62])[F:61])[O:57][N:56]=3)=[CH:51][C:50]=2[Br:73])(O)[CH2:45]1)([C:38]1[CH:43]=[CH:42][CH:41]=[CH:40][CH:39]=1)[C:32]1[CH:37]=[CH:36][CH:35]=[CH:34][CH:33]=1, predict the reaction product. The product is: [CH:31]([N:44]1[CH2:45][C:46]([C:49]2[CH:54]=[CH:53][C:52]([C:55]3[CH2:59][C:58]([C:64]4[CH:69]=[C:68]([Cl:70])[C:67]([Cl:71])=[C:66]([Cl:72])[CH:65]=4)([C:60]([F:63])([F:62])[F:61])[O:57][N:56]=3)=[CH:51][C:50]=2[Br:73])([F:29])[CH2:47]1)([C:38]1[CH:43]=[CH:42][CH:41]=[CH:40][CH:39]=1)[C:32]1[CH:37]=[CH:36][CH:35]=[CH:34][CH:33]=1. (6) Given the reactants [NH2:1][C:2]1[O:6][C:5]([C:7]2[C:8]([CH:31]3[CH2:34][CH2:33][CH2:32]3)=[CH:9][C:10]([CH2:29][CH3:30])=[C:11]([CH:28]=2)[C:12]([N:14]2[CH2:19][CH2:18][CH:17]([C:20]3[CH:27]=[CH:26][C:23]([C:24]#[N:25])=[CH:22][CH:21]=3)[CH2:16][CH2:15]2)=[O:13])=[N:4][N:3]=1.[OH-:35].[K+].[CH2:37](O)[CH3:38], predict the reaction product. The product is: [CH:31]1([C:8]2[C:7]([C:5]3[NH:1][C:2]([O:6][CH2:37][CH3:38])=[N:3][N:4]=3)=[CH:28][C:11]([C:12]([N:14]3[CH2:15][CH2:16][CH:17]([C:20]4[CH:27]=[CH:26][C:23]([C:24]([NH2:25])=[O:35])=[CH:22][CH:21]=4)[CH2:18][CH2:19]3)=[O:13])=[C:10]([CH2:29][CH3:30])[CH:9]=2)[CH2:32][CH2:33][CH2:34]1.